Predict the reactants needed to synthesize the given product. From a dataset of Full USPTO retrosynthesis dataset with 1.9M reactions from patents (1976-2016). Given the product [NH2:25][C:22]1[CH:21]=[CH:20][C:19]([S:16]([NH:15][C@H:11]2[CH2:12][CH2:13][CH2:14][C@@H:9]([NH:8][C:5]3[N:4]=[C:3]([C:28]4[C:36]5[C:31](=[CH:32][CH:33]=[CH:34][CH:35]=5)[N:30]([S:37]([C:40]5[CH:45]=[CH:44][CH:43]=[CH:42][CH:41]=5)(=[O:38])=[O:39])[CH:29]=4)[C:2]([Cl:1])=[CH:7][N:6]=3)[CH2:10]2)(=[O:18])=[O:17])=[CH:24][CH:23]=1, predict the reactants needed to synthesize it. The reactants are: [Cl:1][C:2]1[C:3]([C:28]2[C:36]3[C:31](=[CH:32][CH:33]=[CH:34][CH:35]=3)[N:30]([S:37]([C:40]3[CH:45]=[CH:44][CH:43]=[CH:42][CH:41]=3)(=[O:39])=[O:38])[CH:29]=2)=[N:4][C:5]([NH:8][C@@H:9]2[CH2:14][CH2:13][CH2:12][C@H:11]([NH:15][S:16]([C:19]3[CH:24]=[CH:23][C:22]([N+:25]([O-])=O)=[CH:21][CH:20]=3)(=[O:18])=[O:17])[CH2:10]2)=[N:6][CH:7]=1.CCOC(C)=O.CO.